Predict the reactants needed to synthesize the given product. From a dataset of Full USPTO retrosynthesis dataset with 1.9M reactions from patents (1976-2016). (1) The reactants are: [CH2:1]([N:8]1[C:17]([C:18]([OH:20])=[O:19])=[C:16]([C:21]2[CH:26]=[CH:25][CH:24]=[CH:23][CH:22]=2)[C:15]2[C:10](=[CH:11][CH:12]=[C:13]([O:27][CH2:28][C:29]3[CH:34]=[CH:33][CH:32]=[CH:31][CH:30]=3)[CH:14]=2)[C:9]1=[O:35])[C:2]1[CH:7]=[CH:6][CH:5]=[CH:4][CH:3]=1.CI.[C:38](=O)([O-])[O-].[K+].[K+].O. Given the product [CH3:38][O:19][C:18]([C:17]1[N:8]([CH2:1][C:2]2[CH:3]=[CH:4][CH:5]=[CH:6][CH:7]=2)[C:9](=[O:35])[C:10]2[C:15]([C:16]=1[C:21]1[CH:26]=[CH:25][CH:24]=[CH:23][CH:22]=1)=[CH:14][C:13]([O:27][CH2:28][C:29]1[CH:34]=[CH:33][CH:32]=[CH:31][CH:30]=1)=[CH:12][CH:11]=2)=[O:20], predict the reactants needed to synthesize it. (2) Given the product [CH3:1][N:2]([CH3:11])[C:3]1[C:4]([CH3:10])=[C:5]([NH:6][C:12]([NH2:13])=[S:14])[CH:7]=[CH:8][CH:9]=1, predict the reactants needed to synthesize it. The reactants are: [CH3:1][N:2]([CH3:11])[C:3]1[C:4]([CH3:10])=[C:5]([CH:7]=[CH:8][CH:9]=1)[NH2:6].[C:12]([S-:14])#[N:13].[K+].C(Cl)(=O)C1C=CC=CC=1.[OH-].[K+]. (3) Given the product [CH3:1][O:2][C:3]1[CH:8]=[C:7]([O:9][CH3:10])[CH:6]=[CH:5][C:4]=1[N:11]1[C:12]2=[N:13][C:14]3[CH:28]=[CH:27][CH:26]=[C:25]([CH:29]([CH2:32][CH3:33])[CH2:30][CH3:31])[C:15]=3[N:16]2[CH2:17][CH2:18][CH2:19][CH2:20]1, predict the reactants needed to synthesize it. The reactants are: [CH3:1][O:2][C:3]1[CH:8]=[C:7]([O:9][CH3:10])[CH:6]=[CH:5][C:4]=1[NH:11][C:12]1[N:16]([CH2:17][CH2:18][CH2:19][C:20](OCC)=O)[C:15]2[C:25]([CH:29]([CH2:32][CH3:33])[CH2:30][CH3:31])=[CH:26][CH:27]=[CH:28][C:14]=2[N:13]=1.[BH4-].[Li+].CS(Cl)(=O)=O.C(=O)([O-])[O-].[K+].[K+].